From a dataset of Catalyst prediction with 721,799 reactions and 888 catalyst types from USPTO. Predict which catalyst facilitates the given reaction. (1) Reactant: [Br:1][C:2]1[C:7]([F:8])=[CH:6][C:5]([C:9](=[O:11])[CH3:10])=[C:4]([OH:12])[CH:3]=1.CC[O-].[Na+].[C:17](OCC)(=O)[C:18]([O:20]CC)=[O:19]. Product: [Br:1][C:2]1[CH:3]=[C:4]2[C:5]([C:9](=[O:11])[CH:10]=[C:17]([C:18]([OH:20])=[O:19])[O:12]2)=[CH:6][C:7]=1[F:8]. The catalyst class is: 28. (2) Reactant: Cl.[CH2:2]([O:4][C:5](=[O:31])[C:6]([CH3:30])([CH3:29])[CH2:7][CH2:8][CH2:9][CH2:10][CH2:11][C:12]([N+]#[C-])(S(C1C=CC(C)=CC=1)(=O)=O)[CH2:13][CH2:14][CH2:15][CH3:16])[CH3:3].[OH2:32]. Product: [CH2:2]([O:4][C:5](=[O:31])[C:6]([CH3:30])([CH3:29])[CH2:7][CH2:8][CH2:9][CH2:10][CH2:11][C:12](=[O:32])[CH2:13][CH2:14][CH2:15][CH3:16])[CH3:3]. The catalyst class is: 2. (3) Reactant: CS(C)=O.C(Cl)(=O)C(Cl)=O.[Cl:11][C:12]1[C:13]([CH:20]([C:22]2[CH:27]=[CH:26][CH:25]=[CH:24][C:23]=2[O:28][CH:29]([F:31])[F:30])[OH:21])=[N:14][C:15]([S:18][CH3:19])=[N:16][CH:17]=1.C(N(CC)CC)C. Product: [Cl:11][C:12]1[C:13]([C:20]([C:22]2[CH:27]=[CH:26][CH:25]=[CH:24][C:23]=2[O:28][CH:29]([F:30])[F:31])=[O:21])=[N:14][C:15]([S:18][CH3:19])=[N:16][CH:17]=1. The catalyst class is: 46. (4) Reactant: [CH2:1]([O:8][C:9]([N:11]1[CH2:16][CH2:15][CH:14]([N:17]2[C:25]3[C:20](=[CH:21][C:22]([C:27]([O:29]C)=[O:28])=[C:23]([F:26])[CH:24]=3)[CH2:19][C:18]2=[O:31])[CH2:13][CH2:12]1)=[O:10])[C:2]1[CH:7]=[CH:6][CH:5]=[CH:4][CH:3]=1.[OH-].[Na+].Cl. Product: [CH2:1]([O:8][C:9]([N:11]1[CH2:16][CH2:15][CH:14]([N:17]2[C:25]3[C:20](=[CH:21][C:22]([C:27]([OH:29])=[O:28])=[C:23]([F:26])[CH:24]=3)[CH2:19][C:18]2=[O:31])[CH2:13][CH2:12]1)=[O:10])[C:2]1[CH:7]=[CH:6][CH:5]=[CH:4][CH:3]=1. The catalyst class is: 5. (5) Reactant: [C:1]([O:5][C:6](=[O:14])[N:7]([CH2:11][CH2:12]Cl)[CH2:8][CH2:9]Cl)([CH3:4])([CH3:3])[CH3:2].[Cl:15][C:16]1[CH:28]=[CH:27][C:19]([CH2:20][C:21]2[CH:26]=[CH:25][N:24]=[CH:23][CH:22]=2)=[CH:18][CH:17]=1.C[Si](C)(C)[N-][Si](C)(C)C.[Na+].CO. Product: [C:1]([O:5][C:6]([N:7]1[CH2:11][CH2:12][C:20]([C:19]2[CH:27]=[CH:28][C:16]([Cl:15])=[CH:17][CH:18]=2)([C:21]2[CH:26]=[CH:25][N:24]=[CH:23][CH:22]=2)[CH2:9][CH2:8]1)=[O:14])([CH3:4])([CH3:3])[CH3:2]. The catalyst class is: 11. (6) Reactant: C(N(CC)CC)C.Cl[C:9](=O)[CH2:10][CH2:11][C:12]([O:14]CC)=[O:13].C(O[CH2:22][C:23]([CH3:54])([CH3:53])[CH2:24][N:25]1[C:31]2[CH:32]=[CH:33][C:34]([Cl:36])=[CH:35][C:30]=2[C@@H:29]([C:37]2[CH:42]=[CH:41][CH:40]=[C:39]([O:43][CH3:44])[C:38]=2[O:45][CH3:46])[O:28][C@H:27]([CH2:47]/[C:48](/[NH2:51])=[N:49]/[OH:50])[C:26]1=[O:52])(=O)C.[OH-:55].[Na+]. Product: [Cl:36][C:34]1[CH:33]=[CH:32][C:31]2[N:25]([CH2:24][C:23]([CH3:54])([CH3:53])[CH2:22][OH:55])[C:26](=[O:52])[C@@H:27]([CH2:47][C:48]3[N:51]=[C:9]([CH2:10][CH2:11][C:12]([OH:14])=[O:13])[O:50][N:49]=3)[O:28][C@H:29]([C:37]3[CH:42]=[CH:41][CH:40]=[C:39]([O:43][CH3:44])[C:38]=3[O:45][CH3:46])[C:30]=2[CH:35]=1. The catalyst class is: 20. (7) Reactant: C[O:2][C:3]([C:5]1[N:6]=[CH:7][C:8]2[C:9](=[O:27])[N:10]([CH2:16][C:17]3[CH:22]=[CH:21][C:20]([O:23][CH3:24])=[CH:19][C:18]=3[O:25][CH3:26])[CH:11]=[CH:12][C:13]=2[C:14]=1[OH:15])=O.[CH3:28][NH2:29].O. Product: [CH3:28][NH:29][C:3]([C:5]1[N:6]=[CH:7][C:8]2[C:9](=[O:27])[N:10]([CH2:16][C:17]3[CH:22]=[CH:21][C:20]([O:23][CH3:24])=[CH:19][C:18]=3[O:25][CH3:26])[CH:11]=[CH:12][C:13]=2[C:14]=1[OH:15])=[O:2]. The catalyst class is: 14. (8) Reactant: [H-].[Na+].[CH3:3][O:4][C:5]1[CH:10]=[CH:9][C:8]([OH:11])=[CH:7][CH:6]=1.Cl[C:13]1[C:18]([CH3:19])=[CH:17][C:16]([N+:20]([O-:22])=[O:21])=[CH:15][C:14]=1[CH3:23]. Product: [CH3:23][C:14]1[CH:15]=[C:16]([N+:20]([O-:22])=[O:21])[CH:17]=[C:18]([CH3:19])[C:13]=1[O:11][C:8]1[CH:9]=[CH:10][C:5]([O:4][CH3:3])=[CH:6][CH:7]=1. The catalyst class is: 60. (9) Reactant: BrC1C=CC=C2C=1CC[NH:6]C2CC(OC)=O.S(=O)(=O)(O)O.[C:22]([N:25]1[CH2:34][CH2:33][C:32]2[C:27](=[CH:28][CH:29]=[CH:30][C:31]=2[Br:35])[CH:26]1[CH2:36][C:37]([O:39]C)=O)(=[O:24])[CH3:23].C([O-])(O)=O.[Na+]. Product: [Br:35][C:31]1[CH:30]=[CH:29][CH:28]=[C:27]2[C:32]=1[CH2:33][CH2:34][N:25]1[C:22](=[O:24])[CH2:23][NH:6][C:37](=[O:39])[CH:36]=[C:26]12. The catalyst class is: 72. (10) Reactant: CS(N1CCN(C[C:12]2[CH:13]=[CH:14][C:15]([N+:32]([O-:34])=O)=[C:16](/[CH:18]=[CH:19]/C3C(OC)=NC4C(C=3)=CC=CC=4)[CH:17]=2)CC1)(=O)=O. Product: [N:32]1([OH:34])[C:15]2[C:16](=[CH:17][CH:12]=[CH:13][CH:14]=2)[CH:18]=[CH:19]1. The catalyst class is: 11.